From a dataset of Reaction yield outcomes from USPTO patents with 853,638 reactions. Predict the reaction yield, written as a fraction of the theoretical maximum amount of product (1.0 means a 100% yield; for example, 0.34 means a 34% yield). (1) The reactants are [OH:1][C:2]1[C:7]([C:8]([NH:10][CH:11]([C:24]2[CH:29]=[CH:28][CH:27]=[CH:26][CH:25]=2)[C:12]2[CH:17]=[CH:16][C:15]([P:18]([CH3:23])(=[O:22])[O:19]CC)=[CH:14][CH:13]=2)=[O:9])=[CH:6][N:5]=[C:4]([C:30]2[CH:35]=[CH:34][CH:33]=[CH:32][N:31]=2)[N:3]=1.[OH-].[Na+]. The catalyst is O1CCOCC1. The product is [OH:1][C:2]1[C:7]([C:8]([NH:10][CH:11]([C:24]2[CH:29]=[CH:28][CH:27]=[CH:26][CH:25]=2)[C:12]2[CH:13]=[CH:14][C:15]([P:18]([CH3:23])(=[O:19])[OH:22])=[CH:16][CH:17]=2)=[O:9])=[CH:6][N:5]=[C:4]([C:30]2[CH:35]=[CH:34][CH:33]=[CH:32][N:31]=2)[N:3]=1. The yield is 0.640. (2) The reactants are CN(C)S([N:6]1[CH:10]=[C:9]([C:11]2[CH:12]=[CH:13][C:14]([F:29])=[C:15]([C:17]3[CH:21]=[CH:20][N:19](C(OC(C)(C)C)=O)[CH:18]=3)[CH:16]=2)[C:8]([C:30]2[CH:35]=[CH:34][CH:33]=[C:32]([CH3:36])[N:31]=2)=[N:7]1)(=O)=O.C[O-].[Na+]. The catalyst is CO. The product is [F:29][C:14]1[CH:13]=[CH:12][C:11]([C:9]2[C:8]([C:30]3[CH:35]=[CH:34][CH:33]=[C:32]([CH3:36])[N:31]=3)=[N:7][NH:6][CH:10]=2)=[CH:16][C:15]=1[C:17]1[CH:21]=[CH:20][NH:19][CH:18]=1. The yield is 0.130. (3) The reactants are [Na].[Br:2][C:3]1[CH:8]=[CH:7][C:6]([C:9]2[N:10]=[C:11]([C:15]([OH:17])=O)[N:12]([CH3:14])[CH:13]=2)=[CH:5][CH:4]=1.CN1CCOCC1.ClC(OCC(C)C)=O.Cl.[CH3:34][NH:35][O:36][CH3:37]. The catalyst is C(Cl)Cl. The product is [Br:2][C:3]1[CH:4]=[CH:5][C:6]([C:9]2[N:10]=[C:11]([C:15]([N:35]([CH3:34])[O:36][CH3:37])=[O:17])[N:12]([CH3:14])[CH:13]=2)=[CH:7][CH:8]=1. The yield is 0.320. (4) The reactants are C([O:3][C:4](=[O:16])[C:5]([OH:15])([CH3:14])[C:6]([NH:8][CH2:9][C:10]([F:13])([F:12])[F:11])=[O:7])C.[OH-].[Li+]. The catalyst is O1CCCC1.O. The product is [OH:15][C:5]([CH3:14])([C:6]([NH:8][CH2:9][C:10]([F:11])([F:12])[F:13])=[O:7])[C:4]([OH:16])=[O:3]. The yield is 0.890.